This data is from Full USPTO retrosynthesis dataset with 1.9M reactions from patents (1976-2016). The task is: Predict the reactants needed to synthesize the given product. (1) Given the product [CH3:1][C:2]1[CH:7]=[C:6]([N:8]2[CH2:12][CH2:11][CH:10]([N:13]3[CH2:17][CH2:16][CH2:15][CH:14]3[CH3:18])[CH2:9]2)[CH:5]=[CH:4][C:3]=1[NH:19][C:30]([C:28]1[O:29][C:25]2[CH2:24][CH2:23][CH2:22][C:21](=[O:20])[C:26]=2[CH:27]=1)=[O:31], predict the reactants needed to synthesize it. The reactants are: [CH3:1][C:2]1[CH:7]=[C:6]([N:8]2[CH2:12][CH2:11][CH:10]([N:13]3[CH2:17][CH2:16][CH2:15][CH:14]3[CH3:18])[CH2:9]2)[CH:5]=[CH:4][C:3]=1[NH2:19].[O:20]=[C:21]1[C:26]2[CH:27]=[C:28]([C:30](O)=[O:31])[O:29][C:25]=2[CH2:24][CH2:23][CH2:22]1. (2) Given the product [C:8]([NH:7][CH:1]1[CH2:2][CH2:3][CH2:4][CH2:5][CH2:6]1)([NH:9][CH:10]1[CH2:15][CH2:14][CH2:13][CH2:12][CH2:11]1)=[O:20], predict the reactants needed to synthesize it. The reactants are: [CH:1]1([N:7]=[C:8]=[N:9][CH:10]2[CH2:15][CH2:14][CH2:13][CH2:12][CH2:11]2)[CH2:6][CH2:5][CH2:4][CH2:3][CH2:2]1.C(O)(=O)CCC(C)=[O:20]. (3) The reactants are: [BH4-].[Na+].[I-].[OH:4][CH2:5][CH2:6][N+:7]1[CH:12]=[CH:11][C:10]([C:13]2[CH:18]=[CH:17][C:16]([N+:19]([O-:21])=[O:20])=[C:15]([O:22][CH:23]([CH3:25])[CH3:24])[CH:14]=2)=[CH:9][CH:8]=1. Given the product [N+:19]([C:16]1[CH:17]=[CH:18][C:13]([C:10]2[CH2:11][CH2:12][N:7]([CH2:6][CH2:5][OH:4])[CH2:8][CH:9]=2)=[CH:14][C:15]=1[O:22][CH:23]([CH3:25])[CH3:24])([O-:21])=[O:20], predict the reactants needed to synthesize it. (4) Given the product [Cl:11][C:12]1[CH:13]=[CH:14][C:15]([O:26][CH2:27][C:28]2[CH:29]=[CH:30][CH:31]=[CH:32][CH:33]=2)=[C:16]([CH2:18][N:19]2[C:23]([CH3:24])=[CH:22][C:21]([NH:25][CH:1]=[O:2])=[N:20]2)[CH:17]=1, predict the reactants needed to synthesize it. The reactants are: [CH:1](O)=[O:2].C(OC(=O)C)(=O)C.[Cl:11][C:12]1[CH:13]=[CH:14][C:15]([O:26][CH2:27][C:28]2[CH:33]=[CH:32][CH:31]=[CH:30][CH:29]=2)=[C:16]([CH2:18][N:19]2[C:23]([CH3:24])=[CH:22][C:21]([NH2:25])=[N:20]2)[CH:17]=1. (5) Given the product [Cl:1][C:2]1[CH:3]=[CH:4][C:5]([C:8]2[O:12][CH:11]=[N:10][C:9]=2[CH:13]=[O:14])=[CH:6][CH:7]=1, predict the reactants needed to synthesize it. The reactants are: [Cl:1][C:2]1[CH:7]=[CH:6][C:5]([C:8]2[O:12][CH:11]=[N:10][C:9]=2[C:13](OCC)=[O:14])=[CH:4][CH:3]=1.CC(C[AlH]CC(C)C)C.[NH4+].[Cl-]. (6) Given the product [CH:34]1([N:37]([CH2:38][C@@H:39]2[CH2:43][CH2:42][CH2:41][N:40]2[C:30]([C:26]2[C:25]([CH3:33])=[C:24](/[CH:23]=[C:16]3\[C:17](=[O:22])[NH:18][C:19]4[C:15]\3=[CH:14][C:13]([S:10]([CH2:9][C:3]3[C:4]([Cl:8])=[CH:5][CH:6]=[CH:7][C:2]=3[Cl:1])(=[O:11])=[O:12])=[CH:21][CH:20]=4)[NH:28][C:27]=2[CH3:29])=[O:32])[CH3:44])[CH2:35][CH2:36]1, predict the reactants needed to synthesize it. The reactants are: [Cl:1][C:2]1[CH:7]=[CH:6][CH:5]=[C:4]([Cl:8])[C:3]=1[CH2:9][S:10]([C:13]1[CH:14]=[C:15]2[C:19](=[CH:20][CH:21]=1)[NH:18][C:17](=[O:22])/[C:16]/2=[CH:23]\[C:24]1[NH:28][C:27]([CH3:29])=[C:26]([C:30]([OH:32])=O)[C:25]=1[CH3:33])(=[O:12])=[O:11].[CH:34]1([N:37]([CH3:44])[CH2:38][C@@H:39]2[CH2:43][CH2:42][CH2:41][NH:40]2)[CH2:36][CH2:35]1.C1C=CC2N(O)N=NC=2C=1.CCN=C=NCCCN(C)C. (7) Given the product [NH2:10][C:11]1[C:20]([CH3:24])=[CH:19][C:18]([Br:22])=[CH:17][C:12]=1[C:13]([O:15][CH3:16])=[O:14], predict the reactants needed to synthesize it. The reactants are: CB1OB(C)OB(C)O1.[NH2:10][C:11]1[C:20](I)=[CH:19][C:18]([Br:22])=[CH:17][C:12]=1[C:13]([O:15][CH3:16])=[O:14].Cl[CH2:24]Cl.C(=O)([O-])[O-].[Cs+].[Cs+].